The task is: Predict the reactants needed to synthesize the given product.. This data is from Full USPTO retrosynthesis dataset with 1.9M reactions from patents (1976-2016). (1) Given the product [F:32][CH:30]([F:31])[C:22]1[N:21]([C:19]2[N:20]=[C:15]([N:13]3[CH2:14][C:10]4([CH2:11][NH:8][CH2:9]4)[CH2:12]3)[N:16]=[C:17]([N:33]3[CH2:34][CH2:35][O:36][CH2:37][CH2:38]3)[N:18]=2)[C:25]2[CH:26]=[CH:27][CH:28]=[CH:29][C:24]=2[N:23]=1, predict the reactants needed to synthesize it. The reactants are: C(OC([N:8]1[CH2:11][C:10]2([CH2:14][N:13]([C:15]3[N:20]=[C:19]([N:21]4[C:25]5[CH:26]=[CH:27][CH:28]=[CH:29][C:24]=5[N:23]=[C:22]4[CH:30]([F:32])[F:31])[N:18]=[C:17]([N:33]4[CH2:38][CH2:37][O:36][CH2:35][CH2:34]4)[N:16]=3)[CH2:12]2)[CH2:9]1)=O)(C)(C)C. (2) Given the product [Cl:17][CH2:18][C:19]([NH:1][C:2]1[CH:11]=[CH:10][CH:9]=[CH:8][C:3]=1[C:4]([O:6][CH3:7])=[O:5])=[O:20], predict the reactants needed to synthesize it. The reactants are: [NH2:1][C:2]1[CH:11]=[CH:10][CH:9]=[CH:8][C:3]=1[C:4]([O:6][CH3:7])=[O:5].C([O-])(O)=O.[Na+].[Cl:17][CH2:18][C:19](Cl)=[O:20]. (3) Given the product [CH2:41]([NH:48][C:17]([C@H:14]1[CH2:13][CH2:12][C@H:11]([NH:10][C:2]2[NH:3][C:4]3[CH:9]=[CH:8][CH:7]=[CH:6][C:5]=3[N:1]=2)[CH2:16][CH2:15]1)=[O:19])[C:42]1[CH:47]=[CH:46][CH:45]=[CH:44][CH:43]=1, predict the reactants needed to synthesize it. The reactants are: [NH:1]1[C:5]2[CH:6]=[CH:7][CH:8]=[CH:9][C:4]=2[N:3]=[C:2]1[NH:10][C@H:11]1[CH2:16][CH2:15][C@H:14]([C:17]([OH:19])=O)[CH2:13][CH2:12]1.C(Cl)CCl.C1C=CC2N(O)N=NC=2C=1.C(N(CC)CC)C.[CH2:41]([NH2:48])[C:42]1[CH:47]=[CH:46][CH:45]=[CH:44][CH:43]=1. (4) The reactants are: [CH:1]([C:4]1[CH:5]=[CH:6][C:7]([O:34][CH3:35])=[C:8]([C:10]2[CH:15]=[CH:14][C:13]([C:16]([F:19])([F:18])[F:17])=[CH:12][C:11]=2[CH2:20][NH:21][C:22]2[N:27]=[CH:26][C:25]([N:28]3[CH2:33][CH2:32][O:31][CH2:30][CH2:29]3)=[CH:24][N:23]=2)[CH:9]=1)([CH3:3])[CH3:2].[F:36][C:37]1[CH:38]=[C:39]([CH:42]=[C:43]([C:45]([F:48])([F:47])[F:46])[CH:44]=1)[CH2:40]Br.[H-].[Na+]. Given the product [F:36][C:37]1[CH:38]=[C:39]([CH:42]=[C:43]([C:45]([F:46])([F:47])[F:48])[CH:44]=1)[CH2:40][N:21]([CH2:20][C:11]1[CH:12]=[C:13]([C:16]([F:17])([F:19])[F:18])[CH:14]=[CH:15][C:10]=1[C:8]1[CH:9]=[C:4]([CH:1]([CH3:3])[CH3:2])[CH:5]=[CH:6][C:7]=1[O:34][CH3:35])[C:22]1[N:27]=[CH:26][C:25]([N:28]2[CH2:29][CH2:30][O:31][CH2:32][CH2:33]2)=[CH:24][N:23]=1, predict the reactants needed to synthesize it. (5) The reactants are: [C:1]([C:3]1[CH:12]=[CH:11][C:6]([C:7](OC)=[O:8])=[CH:5][C:4]=1[N+:13]([O-:15])=[O:14])#[N:2].[NH3:16]. Given the product [C:1]([C:3]1[CH:12]=[CH:11][C:6]([C:7]([NH2:16])=[O:8])=[CH:5][C:4]=1[N+:13]([O-:15])=[O:14])#[N:2], predict the reactants needed to synthesize it. (6) Given the product [NH2:14][CH2:15][CH2:16][CH2:17][O:18][C:19]1[CH:20]=[C:21]2[C:26](=[CH:27][C:28]=1[O:29][CH3:30])[N:25]=[CH:24][N:23]=[C:22]2[NH:31][C:32]1[CH:37]=[CH:36][C:35]([O:38][CH2:39][C:40]2[CH:45]=[CH:44][CH:43]=[CH:42][N:41]=2)=[C:34]([Cl:46])[CH:33]=1, predict the reactants needed to synthesize it. The reactants are: C(O)(C(F)(F)F)=O.C(OC(=O)[NH:14][CH2:15][CH2:16][CH2:17][O:18][C:19]1[CH:20]=[C:21]2[C:26](=[CH:27][C:28]=1[O:29][CH3:30])[N:25]=[CH:24][N:23]=[C:22]2[NH:31][C:32]1[CH:37]=[CH:36][C:35]([O:38][CH2:39][C:40]2[CH:45]=[CH:44][CH:43]=[CH:42][N:41]=2)=[C:34]([Cl:46])[CH:33]=1)(C)(C)C. (7) Given the product [CH3:11][C:12]1[C:20]2[C:15](=[CH:16][CH:17]=[CH:18][CH:19]=2)[NH:14][C:13]=1[CH:21]=[C:3]1[C:4]2[C:9](=[CH:8][CH:7]=[CH:6][CH:5]=2)[NH:1][C:2]1=[O:10], predict the reactants needed to synthesize it. The reactants are: [NH:1]1[C:9]2[C:4](=[CH:5][CH:6]=[CH:7][CH:8]=2)[CH2:3][C:2]1=[O:10].[CH3:11][C:12]1[C:20]2[C:15](=[CH:16][CH:17]=[CH:18][CH:19]=2)[NH:14][C:13]=1[CH:21]=O.N1CCCCC1. (8) Given the product [Cl:11][C:9]1[CH:8]=[CH:7][C:5]2[NH:6][C:2]([S:1][CH2:14][C:15]3[CH:21]=[CH:20][CH:19]=[CH:18][C:16]=3[NH2:17])=[N:3][C:4]=2[CH:10]=1, predict the reactants needed to synthesize it. The reactants are: [SH:1][C:2]1[NH:3][C:4]2[CH:10]=[C:9]([Cl:11])[CH:8]=[CH:7][C:5]=2[N:6]=1.Cl.Cl[CH2:14][C:15]1[CH:21]=[CH:20][CH:19]=[CH:18][C:16]=1[NH2:17]. (9) Given the product [NH2:21][C@@H:19]1[C@@H:18]([C:29]2[CH:34]=[C:33]([F:35])[C:32]([F:36])=[CH:31][C:30]=2[F:37])[CH2:17][C:15]2[N:16]=[C:10]3[CH:9]=[C:8]([C:3]4[N:2]([CH3:1])[C:6](=[O:7])[NH:5][N:4]=4)[CH:13]=[CH:12][N:11]3[C:14]=2[CH2:20]1, predict the reactants needed to synthesize it. The reactants are: [CH3:1][N:2]1[C:6](=[O:7])[NH:5][N:4]=[C:3]1[C:8]1[CH:13]=[CH:12][N:11]2[C:14]3[CH2:20][C@H:19]([NH:21]C(=O)OC(C)(C)C)[C@@H:18]([C:29]4[CH:34]=[C:33]([F:35])[C:32]([F:36])=[CH:31][C:30]=4[F:37])[CH2:17][C:15]=3[N:16]=[C:10]2[CH:9]=1.Cl.CCOC(C)=O.